Dataset: Forward reaction prediction with 1.9M reactions from USPTO patents (1976-2016). Task: Predict the product of the given reaction. (1) Given the reactants C1(P(C2C=CC=CC=2)C2C=CC=CC=2)C=CC=CC=1.[Br:20][C:21]1[CH:26]=[CH:25][C:24]([C:27]([CH3:32])([CH2:30][OH:31])[CH2:28]O)=[CH:23][CH:22]=1.N(C(OCC)=O)=NC(OCC)=O, predict the reaction product. The product is: [Br:20][C:21]1[CH:26]=[CH:25][C:24]([C:27]2([CH3:32])[CH2:30][O:31][CH2:28]2)=[CH:23][CH:22]=1. (2) Given the reactants [F:1][C:2]1[CH:3]=[C:4]([CH:7]=[CH:8][C:9]=1F)[C:5]#[N:6].C(=O)(O)[O-].[Na+].[CH3:16][CH2:17][C@@H:18]([NH2:21])[CH2:19][OH:20], predict the reaction product. The product is: [F:1][C:2]1[CH:3]=[C:4]([CH:7]=[CH:8][C:9]=1[NH:21][CH:18]([CH2:19][OH:20])[CH2:17][CH3:16])[C:5]#[N:6].